From a dataset of KCNQ2 potassium channel screen with 302,405 compounds. Binary Classification. Given a drug SMILES string, predict its activity (active/inactive) in a high-throughput screening assay against a specified biological target. (1) The molecule is O(c1c(C(CC(=O)c2ccccc2)CC(=O)c2ccccc2)cccc1)C. The result is 0 (inactive). (2) The molecule is O=c1n2c(nc3n(c(cc13)C(=O)Nc1c(OC)ccc(c1)C)C)cccc2. The result is 0 (inactive). (3) The compound is S(=O)(=O)(c1c(Oc2ccc(C(C)(C)C)cc2)nc(cc1C)c1ccccc1)C. The result is 0 (inactive). (4) The molecule is S(=O)(=O)(c1n(c(c(n1)c1ccccc1)c1ccccc1)CC(OCC)=O)Cc1cc(F)ccc1. The result is 0 (inactive).